This data is from Reaction yield outcomes from USPTO patents with 853,638 reactions. The task is: Predict the reaction yield, written as a fraction of the theoretical maximum amount of product (1.0 means a 100% yield; for example, 0.34 means a 34% yield). (1) The reactants are [N:1]1[CH:2]=[CH:3][N:4]2[CH:9]=[CH:8][CH:7]=[N:6][C:5]=12.C([O-])(=O)C.[Na+].[Br-:15].[K+].BrBr. The catalyst is CO. The product is [Br:15][C:3]1[N:4]2[CH:9]=[CH:8][CH:7]=[N:6][C:5]2=[N:1][CH:2]=1. The yield is 0.870. (2) The reactants are [Cl:1][C:2]1[CH:8]=[C:7]([O:9][C:10]2[C:11]3[N:18]([CH3:19])[CH:17]=[CH:16][C:12]=3[N:13]=[CH:14][N:15]=2)[CH:6]=[CH:5][C:3]=1[NH2:4].N1C=CC=CC=1.Cl[C:27](OC1C=CC=CC=1)=[O:28].[NH2:36][C:37]1[CH:38]=[C:39]([CH:44]=[C:45]([C:47]([F:50])([F:49])[F:48])[CH:46]=1)[C:40]([O:42][CH3:43])=[O:41]. The catalyst is CN1CCCC1=O. The product is [Cl:1][C:2]1[CH:8]=[C:7]([O:9][C:10]2[C:11]3[N:18]([CH3:19])[CH:17]=[CH:16][C:12]=3[N:13]=[CH:14][N:15]=2)[CH:6]=[CH:5][C:3]=1[NH:4][C:27]([NH:36][C:37]1[CH:38]=[C:39]([CH:44]=[C:45]([C:47]([F:48])([F:49])[F:50])[CH:46]=1)[C:40]([O:42][CH3:43])=[O:41])=[O:28]. The yield is 0.400. (3) The reactants are I[C:2]1[C:7]2[O:8][CH2:9][O:10][C:6]=2[C:5]([NH:11][C:12](=[O:14])[CH3:13])=[CH:4][CH:3]=1.[K]. The catalyst is CO.[Pd]. The product is [C:12]([NH:11][C:5]1[C:6]2[O:10][CH2:9][O:8][C:7]=2[C:2]([C:9]([O:8][CH3:7])=[O:10])=[CH:3][CH:4]=1)(=[O:14])[CH3:13]. The yield is 0.647. (4) The reactants are [CH2:1]([N:8]([CH2:16][C:17]1[CH:22]=[CH:21][CH:20]=[CH:19][CH:18]=1)[CH2:9][C:10](=[O:15])[C:11]([CH3:14])([CH3:13])[CH3:12])[C:2]1[CH:7]=[CH:6][CH:5]=[CH:4][CH:3]=1.[CH3:23][Mg]Br. The catalyst is C(OCC)C. The product is [CH2:1]([N:8]([CH2:16][C:17]1[CH:18]=[CH:19][CH:20]=[CH:21][CH:22]=1)[CH2:9][C:10]([CH3:23])([OH:15])[C:11]([CH3:14])([CH3:13])[CH3:12])[C:2]1[CH:7]=[CH:6][CH:5]=[CH:4][CH:3]=1. The yield is 0.710. (5) The reactants are [C:1]([C:3]1[CH:8]=[CH:7][C:6]([N:9]2[CH2:14][CH2:13][N:12]([C:15]([O:17][C:18]([CH3:21])([CH3:20])[CH3:19])=[O:16])[CH2:11][CH2:10]2)=[C:5]([CH3:22])[CH:4]=1)#N.[OH-:23].[Na+].Cl.[OH2:26]. The catalyst is CCO. The product is [C:18]([O:17][C:15]([N:12]1[CH2:13][CH2:14][N:9]([C:6]2[CH:7]=[CH:8][C:3]([C:1]([OH:26])=[O:23])=[CH:4][C:5]=2[CH3:22])[CH2:10][CH2:11]1)=[O:16])([CH3:21])([CH3:20])[CH3:19]. The yield is 0.920. (6) The reactants are [CH3:1][O:2][C:3](=[O:28])[C@:4]([N:15]1[C:20](=[O:21])[N:19]2[CH:22]=[N:23][C:24]([C:25](=[O:27])[NH2:26])=[C:18]2[N:17]=[N:16]1)([CH3:14])[CH2:5][O:6][Si](C(C)(C)C)(C)C. The catalyst is Cl. The product is [CH3:1][O:2][C:3](=[O:28])[C@:4]([N:15]1[C:20](=[O:21])[N:19]2[CH:22]=[N:23][C:24]([C:25](=[O:27])[NH2:26])=[C:18]2[N:17]=[N:16]1)([CH3:14])[CH2:5][OH:6]. The yield is 0.610.